This data is from Full USPTO retrosynthesis dataset with 1.9M reactions from patents (1976-2016). The task is: Predict the reactants needed to synthesize the given product. (1) Given the product [CH2:1]([O:5][CH2:6][CH2:7][O:8][C:9]1[CH:10]=[CH:11][C:12]([C:15]2[CH:16]=[CH:17][C:18]3[N:24]([CH2:25][CH:26]([CH3:27])[CH3:28])[CH2:23][CH2:22][C:21]([C:29]([NH:31][C:32]4[CH:33]=[CH:34][C:35]([S:38]([CH2:39][C:40]5[CH:44]=[N:43][N:42]([CH2:45][CH2:46][CH3:47])[N:41]=5)=[O:57])=[CH:36][CH:37]=4)=[O:30])=[CH:20][C:19]=3[CH:48]=2)=[CH:13][CH:14]=1)[CH2:2][CH2:3][CH3:4], predict the reactants needed to synthesize it. The reactants are: [CH2:1]([O:5][CH2:6][CH2:7][O:8][C:9]1[CH:14]=[CH:13][C:12]([C:15]2[CH:16]=[CH:17][C:18]3[N:24]([CH2:25][CH:26]([CH3:28])[CH3:27])[CH2:23][CH2:22][C:21]([C:29]([NH:31][C:32]4[CH:37]=[CH:36][C:35]([S:38][CH2:39][C:40]5[CH:44]=[N:43][N:42]([CH2:45][CH2:46][CH3:47])[N:41]=5)=[CH:34][CH:33]=4)=[O:30])=[CH:20][C:19]=3[CH:48]=2)=[CH:11][CH:10]=1)[CH2:2][CH2:3][CH3:4].ClC1C=CC=C(C(OO)=[O:57])C=1.S([O-])([O-])(=O)=S.[Na+].[Na+]. (2) Given the product [CH2:9]([O:11][C:12]([C@H:14]1[CH2:19][CH2:18][C@H:17]([C:2]2[CH:7]=[N:6][C:5]([NH2:8])=[CH:4][CH:3]=2)[CH2:16][CH2:15]1)=[O:13])[CH3:10], predict the reactants needed to synthesize it. The reactants are: I[C:2]1[CH:3]=[CH:4][C:5]([NH2:8])=[N:6][CH:7]=1.[CH2:9]([O:11][C:12]([CH:14]1[CH2:19][CH2:18][C:17](B2OC(C)(C)C(C)(C)O2)=[CH:16][CH2:15]1)=[O:13])[CH3:10].C(=O)([O-])[O-].[Cs+].[Cs+].C(Cl)Cl. (3) Given the product [Cl:1][C:2]1[CH:3]=[C:4]([S:9][C:10]2[C:11]([C:20]([NH2:25])=[O:22])=[N:12][N:13]([CH2:17][CH2:18][OH:19])[C:14]=2[CH2:15][CH3:16])[CH:5]=[C:6]([Cl:8])[CH:7]=1, predict the reactants needed to synthesize it. The reactants are: [Cl:1][C:2]1[CH:3]=[C:4]([S:9][C:10]2[C:11]([C:20]([O:22]CC)=O)=[N:12][N:13]([CH2:17][CH2:18][OH:19])[C:14]=2[CH2:15][CH3:16])[CH:5]=[C:6]([Cl:8])[CH:7]=1.[NH3:25]. (4) Given the product [O:13]1[C:9]([C:6]2[CH:7]=[CH:8][C:3]([CH2:2][N:36]3[C:37]4[C:42](=[CH:41][CH:40]=[CH:39][CH:38]=4)[C:34]4([C:29]5[C:30](=[CH:31][C:26]6[O:25][N:24]=[C:23]([CH3:22])[C:27]=6[CH:28]=5)[O:32][CH2:33]4)[C:35]3=[O:43])=[CH:4][CH:5]=2)=[CH:10][CH:11]=[N:12]1, predict the reactants needed to synthesize it. The reactants are: Br[CH2:2][C:3]1[CH:8]=[CH:7][C:6]([C:9]2[O:13][N:12]=[CH:11][CH:10]=2)=[CH:5][CH:4]=1.BrCC1CCCCO1.[CH3:22][C:23]1[C:27]2[CH:28]=[C:29]3[C:34]4([C:42]5[C:37](=[CH:38][CH:39]=[CH:40][CH:41]=5)[NH:36][C:35]4=[O:43])[CH2:33][O:32][C:30]3=[CH:31][C:26]=2[O:25][N:24]=1. (5) Given the product [Br:1][C:2]1[CH:3]=[CH:4][C:5]([O:18][CH3:19])=[C:6]2[C:7]=1[CH:8]=[CH:9][NH:15]2, predict the reactants needed to synthesize it. The reactants are: [Br:1][C:2]1[C:7](/[CH:8]=[CH:9]/N2CCCC2)=[C:6]([N+:15]([O-])=O)[C:5]([O:18][CH3:19])=[CH:4][CH:3]=1.NN. (6) Given the product [CH3:41][O:42][C:43](=[O:58])[C:44]1[CH:49]=[CH:48][C:47]([CH2:50][O:51][C:33](=[S:32])[CH3:34])=[CH:46][C:45]=1[C:52]1[CH:57]=[CH:56][CH:55]=[CH:54][CH:53]=1, predict the reactants needed to synthesize it. The reactants are: C1(P(C2C=CC=CC=2)C2C=CC=CC=2)C=CC=CC=1.CCOC(/N=N/C(OCC)=O)=O.[S:32]1C=C[CH:34]=[C:33]1CC(O)=O.[CH3:41][O:42][C:43](=[O:58])[C:44]1[CH:49]=[CH:48][C:47]([CH2:50][OH:51])=[CH:46][C:45]=1[C:52]1[CH:57]=[CH:56][CH:55]=[CH:54][CH:53]=1.C([O-])([O-])=O.[K+].[K+]. (7) The reactants are: [Cl:1][C:2]1[CH:3]=[CH:4][C:5]([CH2:8]O)=[N:6][CH:7]=1.P(Br)(Br)[Br:11]. Given the product [Br:11][CH2:8][C:5]1[CH:4]=[CH:3][C:2]([Cl:1])=[CH:7][N:6]=1, predict the reactants needed to synthesize it.